Dataset: Forward reaction prediction with 1.9M reactions from USPTO patents (1976-2016). Task: Predict the product of the given reaction. (1) Given the reactants Cl[C:2]1[N:7]=[C:6]([NH:8][C:9]2[CH:14]=[CH:13][CH:12]=[CH:11][C:10]=2[S:15]([N:18]([CH3:20])[CH3:19])(=[O:17])=[O:16])[C:5]([Cl:21])=[CH:4][N:3]=1.[CH3:22][N:23]1[CH2:28][CH2:27][N:26]([CH2:29][C:30]2[CH:36]=[CH:35][C:33]([NH2:34])=[CH:32][CH:31]=2)[CH2:25][CH2:24]1, predict the reaction product. The product is: [Cl:21][C:5]1[C:6]([NH:8][C:9]2[CH:14]=[CH:13][CH:12]=[CH:11][C:10]=2[S:15]([N:18]([CH3:20])[CH3:19])(=[O:17])=[O:16])=[N:7][C:2]([NH:34][C:33]2[CH:32]=[CH:31][C:30]([CH2:29][N:26]3[CH2:25][CH2:24][N:23]([CH3:22])[CH2:28][CH2:27]3)=[CH:36][CH:35]=2)=[N:3][CH:4]=1. (2) Given the reactants COC1C=C(OC)C=CC=1C[N:6]1[CH2:10][CH:9]([CH:11]([N:13]2[CH:17]=[C:16]([C:18]3[CH:23]=[C:22]([CH3:24])[CH:21]=[C:20]([NH:25][C:26]4[CH:31]=[C:30]([C:32]([F:35])([F:34])[F:33])[CH:29]=[CH:28][N:27]=4)[N:19]=3)[CH:15]=[N:14]2)[CH3:12])[CH2:8][C:7]1=[O:36], predict the reaction product. The product is: [CH3:24][C:22]1[CH:21]=[C:20]([NH:25][C:26]2[CH:31]=[C:30]([C:32]([F:35])([F:33])[F:34])[CH:29]=[CH:28][N:27]=2)[N:19]=[C:18]([C:16]2[CH:15]=[N:14][N:13]([CH:11]([CH:9]3[CH2:10][NH:6][C:7](=[O:36])[CH2:8]3)[CH3:12])[CH:17]=2)[CH:23]=1.